Dataset: Catalyst prediction with 721,799 reactions and 888 catalyst types from USPTO. Task: Predict which catalyst facilitates the given reaction. (1) Product: [NH2:1][C:2]1[N:7]=[CH:6][C:5]([C:8]2[CH:9]=[C:10]3[C:14](=[CH:15][CH:16]=2)[NH:13][C:12]([C:17]([OH:19])=[O:18])=[CH:11]3)=[CH:4][C:3]=1[O:22][CH2:23][C:24]1[C:25]([Cl:31])=[CH:26][CH:27]=[CH:28][C:29]=1[Cl:30]. The catalyst class is: 5. Reactant: [NH2:1][C:2]1[N:7]=[CH:6][C:5]([C:8]2[CH:9]=[C:10]3[C:14](=[CH:15][CH:16]=2)[NH:13][C:12]([C:17]([O:19]CC)=[O:18])=[CH:11]3)=[CH:4][C:3]=1[O:22][CH2:23][C:24]1[C:29]([Cl:30])=[CH:28][CH:27]=[CH:26][C:25]=1[Cl:31].O.[OH-].[Li+]. (2) Reactant: [CH3:1][O:2][C:3]1[CH:12]=[C:11]2[C:6]([N:7]=[CH:8][C:9](=[O:13])[NH:10]2)=[CH:5][CH:4]=1.[H-].[Na+].CS(O[CH2:21][CH2:22][N:23]1[CH2:28][CH2:27][CH:26]([NH:29][C:30]([O:32][C:33]([CH3:36])([CH3:35])[CH3:34])=[O:31])[CH2:25][CH2:24]1)(=O)=O.C(OC(=O)NC1CCN(CCN2C3C(=CC=C(OC)C=3)C=CC2=O)CC1)(C)(C)C. Product: [C:33]([O:32][C:30](=[O:31])[NH:29][CH:26]1[CH2:27][CH2:28][N:23]([CH2:22][CH2:21][N:10]2[C:11]3[C:6](=[CH:5][CH:4]=[C:3]([O:2][CH3:1])[CH:12]=3)[N:7]=[CH:8][C:9]2=[O:13])[CH2:24][CH2:25]1)([CH3:36])([CH3:35])[CH3:34]. The catalyst class is: 21. (3) Reactant: [CH3:1][CH:2]([O:4][C:5](=[O:29])[NH:6][C@H:7]1[C:16]2[C:11](=[CH:12][CH:13]=[C:14]([C:17]3[CH:22]=[CH:21][C:20]([CH:23]=O)=[CH:19][CH:18]=3)[CH:15]=2)[N:10]([C:25](=[O:27])[CH3:26])[C@@H:9]([CH3:28])[CH2:8]1)[CH3:3].[CH3:30][NH2:31].C1COCC1.[BH4-].[Na+]. Product: [CH3:3][CH:2]([O:4][C:5](=[O:29])[NH:6][C@H:7]1[C:16]2[C:11](=[CH:12][CH:13]=[C:14]([C:17]3[CH:18]=[CH:19][C:20]([CH2:23][NH:31][CH3:30])=[CH:21][CH:22]=3)[CH:15]=2)[N:10]([C:25](=[O:27])[CH3:26])[C@@H:9]([CH3:28])[CH2:8]1)[CH3:1]. The catalyst class is: 5. (4) Reactant: [OH:1][C:2]1[CH:7]=[CH:6][C:5]([B:8]([OH:10])[OH:9])=[CH:4][CH:3]=1.C(=O)([O-])[O-].[K+].[K+].F[C:18]1[CH:23]=[CH:22][C:21]([N+:24]([O-:26])=[O:25])=[CH:20][CH:19]=1.Cl. Product: [N+:24]([C:21]1[CH:22]=[CH:23][C:18]([O:1][C:2]2[CH:7]=[CH:6][C:5]([B:8]([OH:10])[OH:9])=[CH:4][CH:3]=2)=[CH:19][CH:20]=1)([O-:26])=[O:25]. The catalyst class is: 136. (5) Reactant: C([O:3][C:4]([C:6]1[C:7]([CH3:31])=[N:8][N:9]([C:11]2[CH:16]=[CH:15][C:14]([CH2:17][C:18]3[C:19]([CH2:29][CH3:30])=[N:20][N:21]4[C:26]([CH3:27])=[CH:25][C:24]([CH3:28])=[N:23][C:22]=34)=[CH:13][CH:12]=2)[CH:10]=1)=O)C.CC(C[AlH]CC(C)C)C.C1COCC1. Product: [CH2:29]([C:19]1[C:18]([CH2:17][C:14]2[CH:15]=[CH:16][C:11]([N:9]3[CH:10]=[C:6]([CH2:4][OH:3])[C:7]([CH3:31])=[N:8]3)=[CH:12][CH:13]=2)=[C:22]2[N:23]=[C:24]([CH3:28])[CH:25]=[C:26]([CH3:27])[N:21]2[N:20]=1)[CH3:30]. The catalyst class is: 4. (6) Reactant: [OH:1][C:2]1[CH:3]=[C:4]([SH:8])[CH:5]=[CH:6][CH:7]=1.C([O-])([O-])=O.[K+].[K+].CS(O[CH2:20][CH2:21][CH2:22][N:23]1[CH:28]=[C:27]([CH:29]([C:36]2[CH:41]=[CH:40][CH:39]=[CH:38][CH:37]=2)[C:30]2[CH:35]=[CH:34][CH:33]=[CH:32][CH:31]=2)[CH:26]=[CH:25][C:24]1=[O:42])(=O)=O.O. Product: [C:30]1([CH:29]([C:36]2[CH:41]=[CH:40][CH:39]=[CH:38][CH:37]=2)[C:27]2[CH:26]=[CH:25][C:24](=[O:42])[N:23]([CH2:22][CH2:21][CH2:20][S:8][C:4]3[CH:5]=[CH:6][CH:7]=[C:2]([OH:1])[CH:3]=3)[CH:28]=2)[CH:31]=[CH:32][CH:33]=[CH:34][CH:35]=1. The catalyst class is: 3. (7) Reactant: Br[C:2]1[CH:7]=[CH:6][CH:5]=[C:4]([F:8])[CH:3]=1.C([Li])CCC.[CH2:14]([CH:19]1[CH2:24][CH2:23][C:22](=O)[CH2:21][CH2:20]1)[CH2:15][CH2:16][CH2:17][CH3:18].[Cl-].[NH4+]. Product: [F:8][C:4]1[CH:5]=[CH:6][CH:7]=[C:2]([C@H:22]2[CH2:21][CH2:20][C@H:19]([CH2:14][CH2:15][CH2:16][CH2:17][CH3:18])[CH2:24][CH2:23]2)[CH:3]=1. The catalyst class is: 56.